Dataset: Catalyst prediction with 721,799 reactions and 888 catalyst types from USPTO. Task: Predict which catalyst facilitates the given reaction. (1) Reactant: C(OC(=O)[NH:7][C@H:8]([C:33]1[CH:38]=[CH:37][C:36]([O:39][CH2:40][CH2:41][N:42]2[CH2:47][CH2:46][O:45][CH2:44][CH2:43]2)=[CH:35][CH:34]=1)[C:9](=[O:32])[NH:10][C@H:11]([C:20](=[O:31])[NH:21][C:22]1[S:23][CH:24]=[C:25]([C:27](=[O:30])[CH2:28][CH3:29])[N:26]=1)[C@H:12]([C:14]1[CH:19]=[CH:18][CH:17]=[CH:16][CH:15]=1)[CH3:13])(C)(C)C. Product: [NH2:7][C@H:8]([C:33]1[CH:38]=[CH:37][C:36]([O:39][CH2:40][CH2:41][N:42]2[CH2:47][CH2:46][O:45][CH2:44][CH2:43]2)=[CH:35][CH:34]=1)[C:9]([NH:10][C@@H:11]([C@H:12]([C:14]1[CH:19]=[CH:18][CH:17]=[CH:16][CH:15]=1)[CH3:13])[C:20]([NH:21][C:22]1[S:23][CH:24]=[C:25]([C:27](=[O:30])[CH2:28][CH3:29])[N:26]=1)=[O:31])=[O:32]. The catalyst class is: 330. (2) Reactant: C(OC(=O)[NH:7][C:8]1([C:11]2[CH:16]=[CH:15][C:14]([C:17]3[C:18]([C:29]4[CH:34]=[CH:33][CH:32]=[CH:31][CH:30]=4)=[CH:19][C:20]4[N:25]([CH3:26])[C:24](=[O:27])[CH2:23][O:22][C:21]=4[N:28]=3)=[CH:13][CH:12]=2)[CH2:10][CH2:9]1)(C)(C)C.Cl.C(OCC)C. Product: [NH2:7][C:8]1([C:11]2[CH:12]=[CH:13][C:14]([C:17]3[C:18]([C:29]4[CH:34]=[CH:33][CH:32]=[CH:31][CH:30]=4)=[CH:19][C:20]4[N:25]([CH3:26])[C:24](=[O:27])[CH2:23][O:22][C:21]=4[N:28]=3)=[CH:15][CH:16]=2)[CH2:9][CH2:10]1. The catalyst class is: 12.